Dataset: Reaction yield outcomes from USPTO patents with 853,638 reactions. Task: Predict the reaction yield, written as a fraction of the theoretical maximum amount of product (1.0 means a 100% yield; for example, 0.34 means a 34% yield). (1) The reactants are [OH:1][CH2:2][CH2:3][CH2:4][C@@:5]1([C:22]2[CH:27]=[CH:26][CH:25]=[CH:24][CH:23]=2)[O:10][C:9](=[O:11])[N:8]([C@H:12]([C:14]2[CH:19]=[CH:18][C:17]([CH:20]=[CH2:21])=[CH:16][CH:15]=2)[CH3:13])[CH2:7][CH2:6]1.[OH2:28].O=O. The catalyst is CN(C=O)C.CCOC(C)=O.[Cu]Cl.[Pd](Cl)Cl. The product is [C:20]([C:17]1[CH:16]=[CH:15][C:14]([C@@H:12]([N:8]2[CH2:7][CH2:6][C@:5]([CH2:4][CH2:3][CH2:2][OH:1])([C:22]3[CH:27]=[CH:26][CH:25]=[CH:24][CH:23]=3)[O:10][C:9]2=[O:11])[CH3:13])=[CH:19][CH:18]=1)(=[O:28])[CH3:21]. The yield is 0.520. (2) The reactants are [Br:1][C:2]1[CH:7]=[CH:6][C:5]([OH:8])=[CH:4][C:3]=1[CH3:9].[I-].[H-].[Na+].[CH2:13](Br)[C:14]1[CH:19]=[CH:18][CH:17]=[CH:16][CH:15]=1. The catalyst is C1COCC1. The product is [CH2:13]([O:8][C:5]1[CH:6]=[CH:7][C:2]([Br:1])=[C:3]([CH3:9])[CH:4]=1)[C:14]1[CH:19]=[CH:18][CH:17]=[CH:16][CH:15]=1. The yield is 0.660. (3) The reactants are [N+:1]([C:4]1[CH:16]=[CH:15][C:7]([CH2:8][C:9]2[CH:14]=[CH:13][N:12]=[CH:11][CH:10]=2)=[CH:6][CH:5]=1)([O-])=O. The catalyst is CO.[Pd]. The product is [N:12]1[CH:13]=[CH:14][C:9]([CH2:8][C:7]2[CH:6]=[CH:5][C:4]([NH2:1])=[CH:16][CH:15]=2)=[CH:10][CH:11]=1. The yield is 1.00. (4) The reactants are [C:1]([C:4]1[C:8]([CH3:9])=[C:7]([C:10]2[CH:15]=[CH:14][N:13]=[CH:12][CH:11]=2)[NH:6][C:5]=1[C:16]1[CH:21]=[CH:20][N:19]=[CH:18][CH:17]=1)(=[O:3])[CH3:2].[BH4-].[Na+]. The yield is 0.390. The catalyst is CCO. The product is [OH:3][CH:1]([C:4]1[C:8]([CH3:9])=[C:7]([C:10]2[CH:11]=[CH:12][N:13]=[CH:14][CH:15]=2)[NH:6][C:5]=1[C:16]1[CH:21]=[CH:20][N:19]=[CH:18][CH:17]=1)[CH3:2]. (5) The reactants are Br.[CH2:2]([C:4]1[N:5]=[C:6]([C@@H:9]([NH2:20])[CH2:10][C:11]2[CH:16]=[CH:15][C:14]([N+:17]([O-:19])=[O:18])=[CH:13][CH:12]=2)[S:7][CH:8]=1)[CH3:3].[CH2:21]([CH:28]([C:32]([O:34][CH2:35][CH3:36])=[O:33])[C:29](O)=[O:30])[C:22]1[CH:27]=[CH:26][CH:25]=[CH:24][CH:23]=1.ON1C2C=CC=CC=2N=N1.CN(C)CCCN=C=NCC.C(N(C(C)C)CC)(C)C. The catalyst is CN(C=O)C.O. The product is [CH2:35]([O:34][C:32](=[O:33])[CH:28]([CH2:21][C:22]1[CH:27]=[CH:26][CH:25]=[CH:24][CH:23]=1)[C:29]([NH:20][C@H:9]([C:6]1[S:7][CH:8]=[C:4]([CH2:2][CH3:3])[N:5]=1)[CH2:10][C:11]1[CH:16]=[CH:15][C:14]([N+:17]([O-:19])=[O:18])=[CH:13][CH:12]=1)=[O:30])[CH3:36]. The yield is 0.310. (6) The product is [F:27][C:24]1[CH:23]=[CH:22][C:14]2[NH:15][C:11]([N:9]3[CH:10]=[C:6]([C:4]([OH:5])=[O:3])[CH:7]=[N:8]3)=[N:12][C:13]=2[C:25]=1[CH3:26]. The catalyst is C(O)(=O)C. The reactants are C([O:3][C:4]([C:6]1[CH:7]=[N:8][N:9]([C:11]2[N:15](COCCOC)[C:14]3[CH:22]=[CH:23][C:24]([F:27])=[C:25]([CH3:26])[C:13]=3[N:12]=2)[CH:10]=1)=[O:5])C.Cl. The yield is 0.600. (7) The reactants are [C:1]([O:5][C:6]([N:8]1[C@@H:12]([CH3:13])[C@H:11]([F:14])[CH2:10][C@H:9]1[C:15]([OH:17])=O)=[O:7])([CH3:4])([CH3:3])[CH3:2].CN(C(ON1N=NC2C=CC=NC1=2)=[N+](C)C)C.F[P-](F)(F)(F)(F)F.CCN(C(C)C)C(C)C.Cl.[F:52][CH:53]([F:72])[C:54]1[C:55]([CH2:70][NH2:71])=[CH:56][C:57]([C:60]2[CH:61]=[N:62][C:63]([C:66]([F:69])([F:68])[F:67])=[N:64][CH:65]=2)=[N:58][CH:59]=1. The catalyst is CN(C=O)C.C(OCC)(=O)C. The product is [F:72][CH:53]([F:52])[C:54]1[C:55]([CH2:70][NH:71][C:15]([C@H:9]2[N:8]([C:6]([O:5][C:1]([CH3:2])([CH3:3])[CH3:4])=[O:7])[C@@H:12]([CH3:13])[C@H:11]([F:14])[CH2:10]2)=[O:17])=[CH:56][C:57]([C:60]2[CH:65]=[N:64][C:63]([C:66]([F:69])([F:68])[F:67])=[N:62][CH:61]=2)=[N:58][CH:59]=1. The yield is 0.850.